From a dataset of Serine/threonine kinase 33 screen with 319,792 compounds. Binary Classification. Given a drug SMILES string, predict its activity (active/inactive) in a high-throughput screening assay against a specified biological target. (1) The drug is Clc1ccc(C(=O)N2CC(CCC2)C(=O)N2CCCCC2)cc1. The result is 0 (inactive). (2) The drug is O=C(NC1CCCC1)CC(c1ccccc1)C. The result is 0 (inactive).